From a dataset of Catalyst prediction with 721,799 reactions and 888 catalyst types from USPTO. Predict which catalyst facilitates the given reaction. Reactant: [C:1]([N:9]1[CH2:12][C:11]2([CH2:21][C:20](=[O:22])[C:19]3[C:14](=[CH:15][CH:16]=[C:17](/[CH:23]=[CH:24]/[C:25](O)=[O:26])[CH:18]=3)[O:13]2)[CH2:10]1)(=[O:8])[C:2]1[CH:7]=[CH:6][CH:5]=[CH:4][CH:3]=1.C(Cl)CCl.C1C=CC2N(O)N=NC=2C=1.[NH2:42][O:43][CH:44]1[CH2:49][CH2:48][CH2:47][CH2:46][O:45]1. Product: [C:1]([N:9]1[CH2:12][C:11]2([CH2:21][C:20](=[O:22])[C:19]3[C:14](=[CH:15][CH:16]=[C:17](/[CH:23]=[CH:24]/[C:25]([NH:42][O:43][CH:44]4[CH2:49][CH2:48][CH2:47][CH2:46][O:45]4)=[O:26])[CH:18]=3)[O:13]2)[CH2:10]1)(=[O:8])[C:2]1[CH:7]=[CH:6][CH:5]=[CH:4][CH:3]=1. The catalyst class is: 2.